From a dataset of Full USPTO retrosynthesis dataset with 1.9M reactions from patents (1976-2016). Predict the reactants needed to synthesize the given product. (1) Given the product [Cl:12][C:13]1[CH:14]=[CH:15][CH:16]=[C:17]2[C:21]=1[CH:20]([N:22]([CH:23]1[CH2:25][CH2:24]1)[C:9]([C:3]1[C:4]([CH3:8])=[N:5][N:6]([CH3:7])[C:2]=1[F:1])=[O:10])[CH2:19][CH2:18]2, predict the reactants needed to synthesize it. The reactants are: [F:1][C:2]1[N:6]([CH3:7])[N:5]=[C:4]([CH3:8])[C:3]=1[C:9](Cl)=[O:10].[Cl:12][C:13]1[CH:14]=[CH:15][CH:16]=[C:17]2[C:21]=1[CH:20]([NH:22][CH:23]1[CH2:25][CH2:24]1)[CH2:19][CH2:18]2.C(N(CC)CC)C.CCCCCCC.C(OCC)(=O)C. (2) The reactants are: C(O[C@@H:5]1[O:22][C@H:21]([CH2:23][O:24][C:25](=[O:27])[CH3:26])[C@@H:16]([O:17][C:18](=[O:20])[CH3:19])[C@H:11]([O:12][C:13](=[O:15])[CH3:14])[C@H:6]1[O:7][C:8](=[O:10])[CH3:9])(=O)C.C(OC(=O)C)(=O)C.[BrH:35].C(O)(=O)C. Given the product [C:8]([O:7][C@@H:6]1[C@@H:11]([O:12][C:13](=[O:15])[CH3:14])[C@H:16]([O:17][C:18](=[O:20])[CH3:19])[C@@H:21]([CH2:23][O:24][C:25](=[O:27])[CH3:26])[O:22][C@@H:5]1[Br:35])(=[O:10])[CH3:9], predict the reactants needed to synthesize it. (3) Given the product [F:1][C:2]1[CH:3]=[CH:4][C:5]2[C:11](=[C:12]([C:15]3[CH:16]=[C:17]([NH2:21])[CH:18]=[CH:19][CH:20]=3)[CH2:13][CH3:14])[C:10]3=[CH:24][CH:25]=[CH:26][NH:27][C:9]3=[CH:8][O:7][C:6]=2[CH:28]=1, predict the reactants needed to synthesize it. The reactants are: [F:1][C:2]1[CH:3]=[CH:4][C:5]2[C:11](=[C:12]([C:15]3[CH:20]=[CH:19][CH:18]=[C:17]([N+:21]([O-])=O)[CH:16]=3)[CH2:13][CH3:14])[C:10]3[CH:24]=[CH:25][CH:26]=[N:27][C:9]=3[CH2:8][O:7][C:6]=2[CH:28]=1. (4) Given the product [I:19][C:3]1[CH:2]=[CH:1][C:9]2[C:8]3[CH:10]=[CH:11][CH:12]=[CH:13][C:7]=3[O:6][C:5]=2[CH:4]=1, predict the reactants needed to synthesize it. The reactants are: [CH:1]1[C:9]2[C:8]3[CH:10]=[CH:11][CH:12]=[CH:13][C:7]=3[O:6][C:5]=2[CH:4]=[C:3](N)[CH:2]=1.N([O-])=O.[Na+].[I-:19].[Na+].S([O-])([O-])=O.[Na+].[Na+].